From a dataset of Catalyst prediction with 721,799 reactions and 888 catalyst types from USPTO. Predict which catalyst facilitates the given reaction. Reactant: [F:1][C:2]([F:14])([F:13])[C:3]1[CH:4]=[CH:5][C:6]2[S:10][C:9](S)=[N:8][C:7]=2[CH:12]=1. Product: [F:14][C:2]([F:1])([F:13])[C:3]1[CH:4]=[CH:5][C:6]2[S:10][CH:9]=[N:8][C:7]=2[CH:12]=1. The catalyst class is: 180.